Dataset: Forward reaction prediction with 1.9M reactions from USPTO patents (1976-2016). Task: Predict the product of the given reaction. (1) The product is: [CH2:1]([O:3][C:4]([C:6]1([C:9]2[CH:14]=[CH:13][C:12]([C:15]3[CH:20]=[CH:19][C:18]([C:21]4[O:25][N:24]=[C:23]([CH3:26])[C:22]=4[NH:27][C:28]4[CH:29]=[C:30]([C:40]5[CH:41]=[CH:42][CH:43]=[CH:44][C:39]=5[CH2:38][N:36]([CH3:37])[CH3:35])[CH:31]=[CH:32][CH:33]=4)=[CH:17][CH:16]=3)=[CH:11][CH:10]=2)[CH2:8][CH2:7]1)=[O:5])[CH3:2]. Given the reactants [CH2:1]([O:3][C:4]([C:6]1([C:9]2[CH:14]=[CH:13][C:12]([C:15]3[CH:20]=[CH:19][C:18]([C:21]4[O:25][N:24]=[C:23]([CH3:26])[C:22]=4[NH:27][C:28]4[CH:33]=[CH:32][CH:31]=[C:30](Br)[CH:29]=4)=[CH:17][CH:16]=3)=[CH:11][CH:10]=2)[CH2:8][CH2:7]1)=[O:5])[CH3:2].[CH3:35][N:36]([CH2:38][C:39]1[CH:44]=[CH:43][CH:42]=[CH:41][C:40]=1B(O)O)[CH3:37], predict the reaction product. (2) Given the reactants CCOC(C)=O.[N+:7]([C:10]1[CH:25]=[CH:24][CH:23]=[CH:22][C:11]=1[O:12][CH2:13][CH2:14][O:15][CH2:16][CH2:17][O:18][CH2:19][CH2:20][OH:21])([O-])=O, predict the reaction product. The product is: [NH2:7][C:10]1[CH:25]=[CH:24][CH:23]=[CH:22][C:11]=1[O:12][CH2:13][CH2:14][O:15][CH2:16][CH2:17][O:18][CH2:19][CH2:20][OH:21]. (3) Given the reactants Cl.[N:2]1[CH:7]=[CH:6][CH:5]=[C:4]([S:8](Cl)(=[O:10])=[O:9])[CH:3]=1.[Br:12]Br.C(=O)([O-])O.[Na+].[NH:19]1[C:28]2[C:23](=[CH:24][CH:25]=[CH:26][CH:27]=2)[CH2:22][CH2:21][CH2:20]1, predict the reaction product. The product is: [Br:12][C:6]1[CH:5]=[C:4]([S:8]([N:19]2[C:28]3[C:23](=[CH:24][CH:25]=[CH:26][CH:27]=3)[CH2:22][CH2:21][CH2:20]2)(=[O:10])=[O:9])[CH:3]=[N:2][CH:7]=1. (4) The product is: [Cl:14][C:15]1[CH:20]=[CH:19][C:18]([NH2:21])=[C:17]([S:1][C:2]2[CH:7]=[CH:6][N:5]=[CH:4][CH:3]=2)[CH:16]=1. Given the reactants [SH:1][C:2]1[CH:7]=[CH:6][N:5]=[CH:4][CH:3]=1.C([O-])([O-])=O.[K+].[K+].[Cl:14][C:15]1[CH:20]=[CH:19][C:18]([N+:21]([O-])=O)=[C:17](F)[CH:16]=1.O, predict the reaction product. (5) Given the reactants [H-].[Na+].[OH:3][CH2:4][CH2:5][N:6]1[CH2:10][CH2:9][CH2:8][CH2:7]1.[Cl:11][C:12]1[N:13]=[N:14][C:15](Cl)=[CH:16][CH:17]=1.O, predict the reaction product. The product is: [Cl:11][C:12]1[N:13]=[N:14][C:15]([O:3][CH2:4][CH2:5][N:6]2[CH2:10][CH2:9][CH2:8][CH2:7]2)=[CH:16][CH:17]=1. (6) The product is: [CH3:3][C:4]1[C:12]2[C:7](=[CH:8][CH:9]=[C:10]([C:13]([OH:15])=[O:14])[CH:11]=2)[N:6]([C:17]2[CH:22]=[CH:21][CH:20]=[CH:19][CH:18]=2)[N:5]=1. Given the reactants [OH-].[Na+].[CH3:3][C:4]1[C:12]2[C:7](=[CH:8][CH:9]=[C:10]([C:13]([O:15]C)=[O:14])[CH:11]=2)[N:6]([C:17]2[CH:22]=[CH:21][CH:20]=[CH:19][CH:18]=2)[N:5]=1, predict the reaction product. (7) The product is: [CH:1]([C:4]1[CH:5]=[C:6](/[CH:7]=[C:27](/[C:26]([NH:25][CH2:24][CH2:23][CH2:22][C:16]2[CH:17]=[CH:18][CH:19]=[CH:20][CH:21]=2)=[O:30])\[C:28]#[N:29])[CH:9]=[C:10]([CH:13]([CH3:15])[CH3:14])[C:11]=1[OH:12])([CH3:3])[CH3:2]. Given the reactants [CH:1]([C:4]1[CH:5]=[C:6]([CH:9]=[C:10]([CH:13]([CH3:15])[CH3:14])[C:11]=1[OH:12])[CH:7]=O)([CH3:3])[CH3:2].[C:16]1([CH2:22][CH2:23][CH2:24][NH:25][C:26](=[O:30])[CH2:27][C:28]#[N:29])[CH:21]=[CH:20][CH:19]=[CH:18][CH:17]=1.Cl, predict the reaction product.